From a dataset of Forward reaction prediction with 1.9M reactions from USPTO patents (1976-2016). Predict the product of the given reaction. Given the reactants [O:1]1[CH2:5][CH2:4][CH2:3][CH:2]1[CH2:6][NH2:7].[CH2:8]([N:10]1[C:14]([O:15][C:16]2[CH:21]=[CH:20][C:19]([CH:22]=O)=[CH:18][CH:17]=2)=[CH:13][C:12]([C:24]2[CH:25]=[C:26]([C:30]([NH:33][S:34]([CH2:37][C:38]([F:41])([F:40])[F:39])(=[O:36])=[O:35])([CH3:32])[CH3:31])[CH:27]=[CH:28][CH:29]=2)=[N:11]1)[CH3:9], predict the reaction product. The product is: [CH2:8]([N:10]1[C:14]([O:15][C:16]2[CH:17]=[CH:18][C:19]([CH2:22][NH:7][CH2:6][CH:2]3[CH2:3][CH2:4][CH2:5][O:1]3)=[CH:20][CH:21]=2)=[CH:13][C:12]([C:24]2[CH:25]=[C:26]([C:30]([NH:33][S:34]([CH2:37][C:38]([F:41])([F:39])[F:40])(=[O:35])=[O:36])([CH3:32])[CH3:31])[CH:27]=[CH:28][CH:29]=2)=[N:11]1)[CH3:9].